From a dataset of Catalyst prediction with 721,799 reactions and 888 catalyst types from USPTO. Predict which catalyst facilitates the given reaction. (1) Reactant: [F:1][C:2]1[CH:7]=[CH:6][C:5]([S:8]([C:11]2[C:12]([CH3:20])=[CH:13][N:14]3[C:19]=2[CH:18]=[CH:17][CH:16]=[CH:15]3)(=[O:10])=[O:9])=[CH:4][CH:3]=1.[CH3:21][O:22][C:23](=[O:27])[C:24](Cl)=[O:25]. Product: [CH3:21][O:22][C:23](=[O:27])[C:24]([C:13]1[N:14]2[C:19]([CH:18]=[CH:17][CH:16]=[CH:15]2)=[C:11]([S:8]([C:5]2[CH:4]=[CH:3][C:2]([F:1])=[CH:7][CH:6]=2)(=[O:10])=[O:9])[C:12]=1[CH3:20])=[O:25]. The catalyst class is: 685. (2) Reactant: FC(F)(F)C(O)=O.[Cl:8][C:9]1[C:10]([F:38])=[C:11]([CH:15]2[C:19]([C:22]3[CH:27]=[CH:26][C:25]([Cl:28])=[CH:24][C:23]=3[F:29])([C:20]#[N:21])[CH:18]([CH2:30][C:31]([CH3:34])([CH3:33])[CH3:32])[NH:17][CH:16]2[C:35](O)=[O:36])[CH:12]=[CH:13][CH:14]=1.[CH3:39][O:40][C:41](=[O:49])[C:42]1[CH:47]=[CH:46][C:45]([NH2:48])=[N:44][CH:43]=1.CN(C(ON1N=NC2C=CC=NC1=2)=[N+](C)C)C.F[P-](F)(F)(F)(F)F.CCN(C(C)C)C(C)C. Product: [CH3:39][O:40][C:41](=[O:49])[C:42]1[CH:47]=[CH:46][C:45]([NH:48][C:35]([C@H:16]2[C@H:15]([C:11]3[CH:12]=[CH:13][CH:14]=[C:9]([Cl:8])[C:10]=3[F:38])[C@:19]([C:22]3[CH:27]=[CH:26][C:25]([Cl:28])=[CH:24][C:23]=3[F:29])([C:20]#[N:21])[C@H:18]([CH2:30][C:31]([CH3:33])([CH3:32])[CH3:34])[NH:17]2)=[O:36])=[N:44][CH:43]=1. The catalyst class is: 2. (3) Reactant: [C:1]1([CH2:7][CH2:8][CH2:9][CH2:10][CH2:11][CH2:12][CH2:13][C:14]([OH:16])=O)[CH:6]=[CH:5][CH:4]=[CH:3][CH:2]=1.C(Cl)(=O)C(Cl)=O.[CH3:23][NH2:24]. Product: [CH3:23][NH:24][C:14](=[O:16])[CH2:13][CH2:12][CH2:11][CH2:10][CH2:9][CH2:8][CH2:7][C:1]1[CH:6]=[CH:5][CH:4]=[CH:3][CH:2]=1. The catalyst class is: 2. (4) Reactant: Br[C:2]1[CH:3]=[C:4]([CH:9]=[C:10]([N+:12]([O-:14])=[O:13])[CH:11]=1)[C:5]([O:7][CH3:8])=[O:6].[NH:15]1[CH2:20][CH2:19][O:18][CH2:17][CH2:16]1.CC(C1C=C(C(C)C)C(C2C=CC=CC=2P(C2CCCCC2)C2CCCCC2)=C(C(C)C)C=1)C.P([O-])([O-])([O-])=O.[K+].[K+].[K+]. Product: [O:18]1[CH2:19][CH2:20][N:15]([C:2]2[CH:3]=[C:4]([CH:9]=[C:10]([N+:12]([O-:14])=[O:13])[CH:11]=2)[C:5]([O:7][CH3:8])=[O:6])[CH2:16][CH2:17]1. The catalyst class is: 187. (5) Reactant: [F:1][C:2]1[C:3]([NH2:9])=[N:4][C:5](=[O:8])[NH:6][CH:7]=1.CC#N.[C:13]1([S:19](Cl)(=[O:21])=[O:20])[CH:18]=[CH:17][CH:16]=[CH:15][CH:14]=1. Product: [NH2:9][C:3]1[C:2]([F:1])=[CH:7][N:6]([S:19]([C:13]2[CH:18]=[CH:17][CH:16]=[CH:15][CH:14]=2)(=[O:21])=[O:20])[C:5](=[O:8])[N:4]=1. The catalyst class is: 6.